Dataset: Reaction yield outcomes from USPTO patents with 853,638 reactions. Task: Predict the reaction yield, written as a fraction of the theoretical maximum amount of product (1.0 means a 100% yield; for example, 0.34 means a 34% yield). (1) The catalyst is C(O)C. The product is [CH2:1]([N:3]([CH2:4][C:5]1[CH:10]=[CH:9][CH:8]=[CH:7][CH:6]=1)[CH2:14][CH2:13][O:12][CH3:11])[CH3:2]. The yield is 0.470. The reactants are [CH2:1]([NH:3][CH2:4][C:5]1[CH:10]=[CH:9][CH:8]=[CH:7][CH:6]=1)[CH3:2].[CH3:11][O:12][CH2:13][CH2:14]Br. (2) The yield is 0.670. The catalyst is C1COCC1.CN(C=O)C.C(Cl)Cl.CO. The product is [C:21]([O:25][C:26]([N:28]1[C:36]2[C:31](=[CH:32][CH:33]=[C:34]([O:37][Si:38]([C:41]([CH3:44])([CH3:43])[CH3:42])([CH3:39])[CH3:40])[CH:35]=2)[C:30]([NH:45][C:12](=[O:14])[C:11]2[CH:10]=[CH:9][C:8]([N:5]3[CH2:4][CH2:3][N:2]([CH3:1])[CH2:7][CH2:6]3)=[CH:16][CH:15]=2)=[N:29]1)=[O:27])([CH3:24])([CH3:22])[CH3:23]. The reactants are [CH3:1][N:2]1[CH2:7][CH2:6][N:5]([C:8]2[CH:16]=[CH:15][C:11]([C:12]([OH:14])=O)=[CH:10][CH:9]=2)[CH2:4][CH2:3]1.S(Cl)(Cl)=O.[C:21]([O:25][C:26]([N:28]1[C:36]2[C:31](=[CH:32][CH:33]=[C:34]([O:37][Si:38]([C:41]([CH3:44])([CH3:43])[CH3:42])([CH3:40])[CH3:39])[CH:35]=2)[C:30]([NH2:45])=[N:29]1)=[O:27])([CH3:24])([CH3:23])[CH3:22].CCN(C(C)C)C(C)C. (3) The reactants are [C:1]([O:5][C:6]([N:8]1[CH2:12][CH2:11][C:10]([CH2:16][CH:17]2[CH2:19][CH2:18]2)([C:13]([OH:15])=O)[CH2:9]1)=[O:7])([CH3:4])([CH3:3])[CH3:2].[F:20][C:21]([F:35])([F:34])[C:22]1[CH:23]=[C:24]([CH2:32][NH2:33])[CH:25]=[C:26]([C:28]([F:31])([F:30])[F:29])[CH:27]=1.C1C=C2N=NN(O)C2=CC=1.O.CCN(C(C)C)C(C)C.CCN=C=NCCCN(C)C. The catalyst is C(Cl)Cl. The product is [F:20][C:21]([F:34])([F:35])[C:22]1[CH:23]=[C:24]([CH:25]=[C:26]([C:28]([F:31])([F:29])[F:30])[CH:27]=1)[CH2:32][NH:33][C:13]([C:10]1([CH2:16][CH:17]2[CH2:19][CH2:18]2)[CH2:11][CH2:12][N:8]([C:6]([O:5][C:1]([CH3:2])([CH3:3])[CH3:4])=[O:7])[CH2:9]1)=[O:15]. The yield is 0.850. (4) The catalyst is ClCCl.[OH-].[Na+]. The yield is 0.780. The product is [F:1][CH:2]([F:10])[C:3]1[C:4]([CH3:9])=[N+:5]([O-:19])[CH:6]=[CH:7][CH:8]=1. The reactants are [F:1][CH:2]([F:10])[C:3]1[C:4]([CH3:9])=[N:5][CH:6]=[CH:7][CH:8]=1.ClC1C=CC=C(C(OO)=[O:19])C=1. (5) The reactants are Cl[C:2]1[O:3][C:4]([CH2:14][CH2:15][CH2:16][O:17][C:18]2[CH:23]=[CH:22][CH:21]=[CH:20][C:19]=2[O:24][CH3:25])=[C:5]([C:7]2[CH:12]=[CH:11][C:10]([Cl:13])=[CH:9][CH:8]=2)[N:6]=1.[C:26]1([C:32]2[N:33]=[CH:34][NH:35][C:36]=2[C:37]2[CH:42]=[CH:41][CH:40]=[CH:39][CH:38]=2)[CH:31]=[CH:30][CH:29]=[CH:28][CH:27]=1.C(=O)([O-])[O-].[K+].[K+].CN(C)C=O. The catalyst is O. The product is [Cl:13][C:10]1[CH:11]=[CH:12][C:7]([C:5]2[N:6]=[C:2]([N:33]3[C:32]([C:26]4[CH:31]=[CH:30][CH:29]=[CH:28][CH:27]=4)=[C:36]([C:37]4[CH:38]=[CH:39][CH:40]=[CH:41][CH:42]=4)[N:35]=[CH:34]3)[O:3][C:4]=2[CH2:14][CH2:15][CH2:16][O:17][C:18]2[CH:23]=[CH:22][CH:21]=[CH:20][C:19]=2[O:24][CH3:25])=[CH:8][CH:9]=1. The yield is 0.460. (6) The reactants are [C:1]([O:5][C:6](=[O:22])[C:7]1[CH:12]=[CH:11][C:10]([NH:13][CH2:14][C:15]2[CH:20]=[CH:19][C:18]([Cl:21])=[CH:17][CH:16]=2)=[CH:9][CH:8]=1)([CH3:4])([CH3:3])[CH3:2].[C:23]1([S:29](Cl)(=[O:31])=[O:30])[CH:28]=[CH:27][CH:26]=[CH:25][CH:24]=1.N1C=CC=CC=1. The catalyst is ClCCl. The product is [C:1]([O:5][C:6](=[O:22])[C:7]1[CH:12]=[CH:11][C:10]([N:13]([S:29]([C:23]2[CH:28]=[CH:27][CH:26]=[CH:25][CH:24]=2)(=[O:31])=[O:30])[CH2:14][C:15]2[CH:16]=[CH:17][C:18]([Cl:21])=[CH:19][CH:20]=2)=[CH:9][CH:8]=1)([CH3:4])([CH3:2])[CH3:3]. The yield is 0.760.